This data is from Forward reaction prediction with 1.9M reactions from USPTO patents (1976-2016). The task is: Predict the product of the given reaction. (1) Given the reactants [F:1][C:2]([F:16])([F:15])[C:3]1[C:13]2[O:12][CH2:11][CH2:10][NH:9][CH2:8][C:7]=2[CH:6]=[C:5]([NH2:14])[CH:4]=1.Cl.[Br:18][C:19]1[CH:20]=[C:21]([S:25](Cl)(=[O:27])=[O:26])[CH:22]=[CH:23][CH:24]=1.CCN(C(C)C)C(C)C, predict the reaction product. The product is: [Br:18][C:19]1[CH:20]=[C:21]([S:25]([NH:14][C:5]2[CH:4]=[C:3]([C:2]([F:1])([F:15])[F:16])[C:13]3[O:12][CH2:11][CH2:10][NH:9][CH2:8][C:7]=3[CH:6]=2)(=[O:27])=[O:26])[CH:22]=[CH:23][CH:24]=1. (2) Given the reactants [N+:1]([C:4]1[CH:5]=[C:6]([CH3:11])[C:7]([CH3:10])=[CH:8][CH:9]=1)([O-:3])=[O:2].C1C(=O)N(Br)C(=O)C1.C(OOC(=O)C1C=CC=CC=1)(=O)C1C=CC=CC=1.C([O-])([O-])=O.[Na+].[Na+].[CH2:44]([NH2:51])[C:45]1[CH:50]=[CH:49][CH:48]=[CH:47][CH:46]=1, predict the reaction product. The product is: [CH2:44]([N:51]1[CH2:11][C:6]2[C:7](=[CH:8][CH:9]=[C:4]([N+:1]([O-:3])=[O:2])[CH:5]=2)[CH2:10]1)[C:45]1[CH:50]=[CH:49][CH:48]=[CH:47][CH:46]=1. (3) Given the reactants Cl.Cl.[NH2:3][C@@H:4]1[CH2:9][CH2:8][CH2:7][N:6]([C:10]([C:12]2[N:13]=[C:14]([CH:24]3[CH2:26][CH2:25]3)[S:15][C:16]=2[C:17]2[CH:18]=[C:19]([CH3:23])[CH:20]=[CH:21][CH:22]=2)=[O:11])[CH2:5]1.CCN(C(C)C)C(C)C.C(=O)([O-])[O-].[K+].[K+].Cl[C:43]1[N:48]=[C:47]([C:49]([F:52])([F:51])[F:50])[CH:46]=[CH:45][N:44]=1.Cl, predict the reaction product. The product is: [CH:24]1([C:14]2[S:15][C:16]([C:17]3[CH:18]=[C:19]([CH3:23])[CH:20]=[CH:21][CH:22]=3)=[C:12]([C:10]([N:6]3[CH2:7][CH2:8][CH2:9][C@@H:4]([NH:3][C:43]4[N:48]=[C:47]([C:49]([F:52])([F:51])[F:50])[CH:46]=[CH:45][N:44]=4)[CH2:5]3)=[O:11])[N:13]=2)[CH2:25][CH2:26]1. (4) The product is: [N:26]([C@@H:2]([C@H:17]([C:19]1[CH:24]=[CH:23][C:22]([Br:25])=[CH:21][CH:20]=1)[CH3:18])[C:3]([N:5]1[C@H:9]([C:10]2[CH:15]=[CH:14][CH:13]=[CH:12][CH:11]=2)[CH2:8][O:7][C:6]1=[O:16])=[O:4])=[N+:27]=[N-:28]. Given the reactants Br[C@H:2]([C@H:17]([C:19]1[CH:24]=[CH:23][C:22]([Br:25])=[CH:21][CH:20]=1)[CH3:18])[C:3]([N:5]1[C@H:9]([C:10]2[CH:15]=[CH:14][CH:13]=[CH:12][CH:11]=2)[CH2:8][O:7][C:6]1=[O:16])=[O:4].[N-:26]=[N+:27]=[N-:28].CN(C)C(=[NH2+])N(C)C, predict the reaction product. (5) The product is: [CH:1]1([CH2:4][O:5][C:6]2[CH:30]=[CH:29][C:9]3[N:10]=[C:11]([C@H:13]4[CH2:18][CH2:17][C@H:16]([O:19][CH2:20][C:21](=[O:22])[CH3:31])[CH2:15][CH2:14]4)[O:12][C:8]=3[CH:7]=2)[CH2:3][CH2:2]1. Given the reactants [CH:1]1([CH2:4][O:5][C:6]2[CH:30]=[CH:29][C:9]3[N:10]=[C:11]([C@H:13]4[CH2:18][CH2:17][C@H:16]([O:19][CH2:20][C:21](N5CCOCC5)=[O:22])[CH2:15][CH2:14]4)[O:12][C:8]=3[CH:7]=2)[CH2:3][CH2:2]1.[CH3:31][Mg]Br, predict the reaction product. (6) Given the reactants BrC1C=CC(O[CH2:11][CH2:12][O:13][Si:14]([C:17](C)(C)C)([CH3:16])[CH3:15])=C(C=1)C=O.C[Si](C)(C)N[Si](C)(C)C.C([Li])CCC.C[Si](Cl)(C)C.[CH2:40]([N:42](CC)CC)C.C(Cl)(=O)C, predict the reaction product. The product is: [CH3:15][Si:14]([CH3:17])([CH3:16])[O:13][C:12](=[CH2:11])[N:42]=[CH2:40]. (7) Given the reactants [C:1]([O:5][C:6]([N:8]([C@H:13]1[C:22]2[C:17](=[C:18]([C:23]3[S:24][C:25]([C:28]4[CH:33]=[CH:32][C:31]([O:34][CH:35]([CH3:37])[CH3:36])=[C:30]([C:38]#[N:39])[CH:29]=4)=[N:26][N:27]=3)[CH:19]=[CH:20][CH:21]=2)[CH2:16][CH2:15][CH2:14]1)[CH2:9][C:10]([OH:12])=O)=[O:7])([CH3:4])([CH3:3])[CH3:2].[CH:40]1[CH:41]=CC2N(O)N=[N:46][C:44]=2[CH:45]=1.C(Cl)CCl.N1CCCC1, predict the reaction product. The product is: [C:38]([C:30]1[CH:29]=[C:28]([C:25]2[S:24][C:23]([C:18]3[CH:19]=[CH:20][CH:21]=[C:22]4[C:17]=3[CH2:16][CH2:15][CH2:14][C@H:13]4[N:8]([CH2:9][C:10](=[O:12])[N:46]3[CH2:41][CH2:40][CH2:45][CH2:44]3)[C:6](=[O:7])[O:5][C:1]([CH3:2])([CH3:3])[CH3:4])=[N:27][N:26]=2)[CH:33]=[CH:32][C:31]=1[O:34][CH:35]([CH3:37])[CH3:36])#[N:39].